This data is from Forward reaction prediction with 1.9M reactions from USPTO patents (1976-2016). The task is: Predict the product of the given reaction. (1) Given the reactants [CH3:1][S:2]([C:5]1[CH:10]=[CH:9][C:8]([NH:11][C:12](=[O:35])[CH2:13][CH:14]2[CH2:19][CH2:18][N:17]([CH2:20][CH2:21][N:22]([C:29]3[CH:34]=[CH:33][CH:32]=[CH:31][CH:30]=3)[CH:23]3[CH2:28][CH2:27][NH:26][CH2:25][CH2:24]3)[CH2:16][CH2:15]2)=[CH:7][CH:6]=1)(=[O:4])=[O:3].[CH3:36][S:37](Cl)(=[O:39])=[O:38], predict the reaction product. The product is: [CH3:1][S:2]([C:5]1[CH:6]=[CH:7][C:8]([NH:11][C:12](=[O:35])[CH2:13][CH:14]2[CH2:15][CH2:16][N:17]([CH2:20][CH2:21][N:22]([CH:23]3[CH2:24][CH2:25][N:26]([S:37]([CH3:36])(=[O:39])=[O:38])[CH2:27][CH2:28]3)[C:29]3[CH:34]=[CH:33][CH:32]=[CH:31][CH:30]=3)[CH2:18][CH2:19]2)=[CH:9][CH:10]=1)(=[O:3])=[O:4]. (2) Given the reactants [CH3:1][Si:2]([CH3:9])([CH3:8])[C:3]#[C:4][CH:5]=[CH:6]Cl.[C:10]([C:12]1[CH:19]=[CH:18][CH:17]=[CH:16][C:13]=1[C:14]#[N:15])#[CH:11], predict the reaction product. The product is: [CH3:1][Si:2]([CH3:9])([CH3:8])[C:3]#[C:4][CH:5]=[CH:6][C:11]#[C:10][C:12]1[CH:19]=[CH:18][CH:17]=[CH:16][C:13]=1[C:14]#[N:15]. (3) The product is: [Cl:1][C:2]1[C:3]([O:16][C:17]2[CH:18]=[N:19][C:20]([O:24][CH2:25][CH:26]([CH3:28])[CH3:27])=[C:21]([Cl:23])[CH:22]=2)=[CH:4][C:5]([F:15])=[C:6]([CH:14]=1)[C:7]([OH:9])=[O:8]. Given the reactants [Cl:1][C:2]1[C:3]([O:16][C:17]2[CH:18]=[N:19][C:20]([O:24][CH2:25][CH:26]([CH3:28])[CH3:27])=[C:21]([Cl:23])[CH:22]=2)=[CH:4][C:5]([F:15])=[C:6]([CH:14]=1)[C:7]([O:9]C(C)(C)C)=[O:8].FC(F)(F)C(O)=O, predict the reaction product.